This data is from CYP2C19 inhibition data for predicting drug metabolism from PubChem BioAssay. The task is: Regression/Classification. Given a drug SMILES string, predict its absorption, distribution, metabolism, or excretion properties. Task type varies by dataset: regression for continuous measurements (e.g., permeability, clearance, half-life) or binary classification for categorical outcomes (e.g., BBB penetration, CYP inhibition). Dataset: cyp2c19_veith. (1) The result is 1 (inhibitor). The drug is C/C=C(C(=C\C)\c1ccc(O)cc1)/c1ccc(O)cc1. (2) The molecule is O=c1cnc2cnc(Nc3ccccc3)nc2n1C[C@H]1CCCO1. The result is 0 (non-inhibitor).